This data is from Reaction yield outcomes from USPTO patents with 853,638 reactions. The task is: Predict the reaction yield, written as a fraction of the theoretical maximum amount of product (1.0 means a 100% yield; for example, 0.34 means a 34% yield). (1) The reactants are [CH3:1][N:2]([CH3:30])[C:3]1[CH:29]=[CH:28][C:6]([C:7]([N:9]2[C:18]3[C:13](=[CH:14][CH:15]=[CH:16][CH:17]=3)[C@H:12]([NH:19][C:20]3[CH:25]=[CH:24][C:23]([Cl:26])=[CH:22][CH:21]=3)[CH2:11][C@@H:10]2[CH3:27])=[O:8])=[CH:5][CH:4]=1.C(N(C(C)C)CC)(C)C.[C:40](Cl)(=[O:42])[CH3:41]. The catalyst is C(Cl)Cl. The product is [Cl:26][C:23]1[CH:22]=[CH:21][C:20]([N:19]([C@H:12]2[C:13]3[C:18](=[CH:17][CH:16]=[CH:15][CH:14]=3)[N:9]([C:7](=[O:8])[C:6]3[CH:5]=[CH:4][C:3]([N:2]([CH3:1])[CH3:30])=[CH:29][CH:28]=3)[C@@H:10]([CH3:27])[CH2:11]2)[C:40](=[O:42])[CH3:41])=[CH:25][CH:24]=1. The yield is 0.340. (2) The reactants are [F:1][C:2]1[CH:3]=[C:4]([CH:7]=[CH:8][CH:9]=1)[CH2:5][NH2:6].C([O:12][C:13]([C:15]1[C:16]([OH:30])=[N:17][C:18]2[C:23]([C:24]=1[OH:25])=[CH:22][CH:21]=[C:20]([C:26]([F:29])([F:28])[F:27])[CH:19]=2)=O)C.C(Cl)Cl. The catalyst is CCO. The product is [F:1][C:2]1[CH:3]=[C:4]([CH:7]=[CH:8][CH:9]=1)[CH2:5][NH:6][C:13]([C:15]1[C:16]([OH:30])=[N:17][C:18]2[C:23]([C:24]=1[OH:25])=[CH:22][CH:21]=[C:20]([C:26]([F:29])([F:27])[F:28])[CH:19]=2)=[O:12]. The yield is 0.980. (3) The reactants are [OH-].[Na+].O1[C:7]2[CH:8]=[CH:9][C:10]([C:12]3[N:17]=[C:16]([C:18]([NH:20][C:21]4[C:22]([CH3:32])=[C:23]([CH:28]=[CH:29][C:30]=4[CH3:31])[C:24]([O:26]C)=[O:25])=[O:19])[C:15]([CH3:33])=[CH:14][CH:13]=3)=[CH:11][C:6]=2OC1.[ClH:34]. The catalyst is C1COCC1.CO. The product is [Cl:34][C:6]1[CH:11]=[C:10]([C:12]2[N:17]=[C:16]([C:18]([NH:20][C:21]3[C:22]([CH3:32])=[C:23]([CH:28]=[CH:29][C:30]=3[CH3:31])[C:24]([OH:26])=[O:25])=[O:19])[C:15]([CH3:33])=[CH:14][CH:13]=2)[CH:9]=[CH:8][CH:7]=1. The yield is 0.640. (4) The reactants are [CH3:1][O:2][C:3]1[CH:28]=[C:27]([CH2:29][O:30][C:31]2[C:35](/[CH:36]=[CH:37]/[C:38]3[N:39]=[C:40]([N:44]4[CH2:49][CH2:48][O:47][CH2:46][CH2:45]4)[S:41][C:42]=3[CH3:43])=[CH:34][N:33]([C:50]3[CH:55]=[CH:54][CH:53]=[CH:52][CH:51]=3)[N:32]=2)[CH:26]=[CH:25][C:4]=1[O:5][CH2:6][C:7]1[N:8]=[C:9]([C:13]2[CH:18]=[CH:17][C:16]([CH2:19][C:20]([O:22]CC)=[O:21])=[CH:15][CH:14]=2)[O:10][C:11]=1[CH3:12].O1CCCC1.[OH-].[Na+].Cl. The catalyst is O.C(O)C. The product is [CH3:1][O:2][C:3]1[CH:28]=[C:27]([CH2:29][O:30][C:31]2[C:35](/[CH:36]=[CH:37]/[C:38]3[N:39]=[C:40]([N:44]4[CH2:49][CH2:48][O:47][CH2:46][CH2:45]4)[S:41][C:42]=3[CH3:43])=[CH:34][N:33]([C:50]3[CH:51]=[CH:52][CH:53]=[CH:54][CH:55]=3)[N:32]=2)[CH:26]=[CH:25][C:4]=1[O:5][CH2:6][C:7]1[N:8]=[C:9]([C:13]2[CH:18]=[CH:17][C:16]([CH2:19][C:20]([OH:22])=[O:21])=[CH:15][CH:14]=2)[O:10][C:11]=1[CH3:12]. The yield is 0.530.